This data is from NCI-60 drug combinations with 297,098 pairs across 59 cell lines. The task is: Regression. Given two drug SMILES strings and cell line genomic features, predict the synergy score measuring deviation from expected non-interaction effect. (1) Drug 1: CN(C)N=NC1=C(NC=N1)C(=O)N. Drug 2: CN(C(=O)NC(C=O)C(C(C(CO)O)O)O)N=O. Cell line: OVCAR-4. Synergy scores: CSS=-5.67, Synergy_ZIP=0.0632, Synergy_Bliss=-5.16, Synergy_Loewe=-5.68, Synergy_HSA=-5.50. (2) Drug 1: CCC1(CC2CC(C3=C(CCN(C2)C1)C4=CC=CC=C4N3)(C5=C(C=C6C(=C5)C78CCN9C7C(C=CC9)(C(C(C8N6C)(C(=O)OC)O)OC(=O)C)CC)OC)C(=O)OC)O.OS(=O)(=O)O. Drug 2: N.N.Cl[Pt+2]Cl. Cell line: K-562. Synergy scores: CSS=43.7, Synergy_ZIP=2.82, Synergy_Bliss=2.79, Synergy_Loewe=7.36, Synergy_HSA=8.54. (3) Drug 1: C1CCN(CC1)CCOC2=CC=C(C=C2)C(=O)C3=C(SC4=C3C=CC(=C4)O)C5=CC=C(C=C5)O. Drug 2: CN(CCCl)CCCl.Cl. Cell line: TK-10. Synergy scores: CSS=2.46, Synergy_ZIP=-3.98, Synergy_Bliss=0.197, Synergy_Loewe=-2.01, Synergy_HSA=-1.81. (4) Drug 1: CC12CCC3C(C1CCC2O)C(CC4=C3C=CC(=C4)O)CCCCCCCCCS(=O)CCCC(C(F)(F)F)(F)F. Drug 2: CC1CCCC2(C(O2)CC(NC(=O)CC(C(C(=O)C(C1O)C)(C)C)O)C(=CC3=CSC(=N3)C)C)C. Cell line: M14. Synergy scores: CSS=60.2, Synergy_ZIP=5.67, Synergy_Bliss=7.89, Synergy_Loewe=-35.1, Synergy_HSA=6.77. (5) Drug 1: CC1=C(C=C(C=C1)NC2=NC=CC(=N2)N(C)C3=CC4=NN(C(=C4C=C3)C)C)S(=O)(=O)N.Cl. Drug 2: C1=CN(C(=O)N=C1N)C2C(C(C(O2)CO)O)O.Cl. Cell line: M14. Synergy scores: CSS=3.18, Synergy_ZIP=-1.09, Synergy_Bliss=0.107, Synergy_Loewe=-35.5, Synergy_HSA=-2.67. (6) Synergy scores: CSS=1.73, Synergy_ZIP=1.88, Synergy_Bliss=8.86, Synergy_Loewe=6.03, Synergy_HSA=6.50. Drug 1: CCC1(CC2CC(C3=C(CCN(C2)C1)C4=CC=CC=C4N3)(C5=C(C=C6C(=C5)C78CCN9C7C(C=CC9)(C(C(C8N6C=O)(C(=O)OC)O)OC(=O)C)CC)OC)C(=O)OC)O.OS(=O)(=O)O. Drug 2: CC12CCC3C(C1CCC2OP(=O)(O)O)CCC4=C3C=CC(=C4)OC(=O)N(CCCl)CCCl.[Na+]. Cell line: SNB-19. (7) Drug 1: CC(C1=C(C=CC(=C1Cl)F)Cl)OC2=C(N=CC(=C2)C3=CN(N=C3)C4CCNCC4)N. Drug 2: C1CNP(=O)(OC1)N(CCCl)CCCl. Cell line: SK-OV-3. Synergy scores: CSS=-0.938, Synergy_ZIP=0.600, Synergy_Bliss=4.40, Synergy_Loewe=-4.17, Synergy_HSA=1.09. (8) Drug 2: N.N.Cl[Pt+2]Cl. Drug 1: C1C(C(OC1N2C=NC(=NC2=O)N)CO)O. Synergy scores: CSS=29.6, Synergy_ZIP=-1.97, Synergy_Bliss=-2.68, Synergy_Loewe=7.56, Synergy_HSA=4.16. Cell line: PC-3. (9) Drug 2: C1=NNC2=C1C(=O)NC=N2. Cell line: SNB-19. Synergy scores: CSS=45.1, Synergy_ZIP=-0.125, Synergy_Bliss=-0.517, Synergy_Loewe=-38.7, Synergy_HSA=0.434. Drug 1: C1C(C(OC1N2C=NC3=C(N=C(N=C32)Cl)N)CO)O.